Dataset: Reaction yield outcomes from USPTO patents with 853,638 reactions. Task: Predict the reaction yield, written as a fraction of the theoretical maximum amount of product (1.0 means a 100% yield; for example, 0.34 means a 34% yield). (1) The yield is 0.540. The catalyst is C(O)C. The reactants are Br[CH2:2][C:3]1[C:8]([Cl:9])=[C:7]([Cl:10])[CH:6]=[CH:5][C:4]=1[Cl:11].[NH2:12][C:13]1[N:18]=[C:17]([SH:19])[N:16]=[C:15]([OH:20])[CH:14]=1.C(N(CC)CC)C. The product is [NH2:12][C:13]1[N:18]=[C:17]([S:19][CH2:2][C:3]2[C:4]([Cl:11])=[CH:5][CH:6]=[C:7]([Cl:10])[C:8]=2[Cl:9])[N:16]=[C:15]([OH:20])[CH:14]=1. (2) The reactants are [OH:1][C:2]1[CH:25]=[CH:24][C:5]([CH2:6][N:7]([C:17]2[CH:22]=[CH:21][C:20](I)=[CH:19][CH:18]=2)[S:8]([C:11]2[CH:16]=[CH:15][CH:14]=[CH:13][CH:12]=2)(=[O:10])=[O:9])=[CH:4][CH:3]=1.[CH2:26]([OH:29])[CH:27]=[CH2:28].C(=O)(O)[O-].[Na+].O. The catalyst is CN(C)C=O.[Cl-].C([N+](CCCC)(CCCC)CCCC)CCC.CC([O-])=O.CC([O-])=O.[Pd+2].C(OCC)(=O)C. The product is [OH:1][C:2]1[CH:25]=[CH:24][C:5]([CH2:6][N:7]([C:17]2[CH:22]=[CH:21][C:20]([CH2:28][CH2:27][CH:26]=[O:29])=[CH:19][CH:18]=2)[S:8]([C:11]2[CH:16]=[CH:15][CH:14]=[CH:13][CH:12]=2)(=[O:10])=[O:9])=[CH:4][CH:3]=1. The yield is 0.780.